This data is from Catalyst prediction with 721,799 reactions and 888 catalyst types from USPTO. The task is: Predict which catalyst facilitates the given reaction. (1) Reactant: [C:1]1([C:7]2[C:15]3[C:10](=[CH:11][CH:12]=[CH:13][CH:14]=3)[N:9]([S:16]([C:19]3[CH:27]=[CH:26][C:22]([C:23](O)=[O:24])=[CH:21][CH:20]=3)(=[O:18])=[O:17])[CH:8]=2)[CH:6]=[CH:5][CH:4]=[CH:3][CH:2]=1.Cl.CN(C)CCCN=C=NCC.[N:40]1[CH:45]=[CH:44][N:43]=[CH:42][C:41]=1[CH2:46][NH2:47]. Product: [C:1]1([C:7]2[C:15]3[C:10](=[CH:11][CH:12]=[CH:13][CH:14]=3)[N:9]([S:16]([C:19]3[CH:27]=[CH:26][C:22]([C:23]([NH:47][CH2:46][C:41]4[CH:42]=[N:43][CH:44]=[CH:45][N:40]=4)=[O:24])=[CH:21][CH:20]=3)(=[O:18])=[O:17])[CH:8]=2)[CH:6]=[CH:5][CH:4]=[CH:3][CH:2]=1. The catalyst class is: 456. (2) Reactant: CC1(C)C(C)(C)OB([C:9]2[CH2:14][CH2:13][CH:12]([O:15][CH2:16][CH:17]3[CH2:22][CH2:21][N:20]([C:23]([O:25][C:26]([CH3:29])([CH3:28])[CH3:27])=[O:24])[CH2:19][CH2:18]3)[CH2:11][CH:10]=2)O1.Cl.Cl[C:33]1[CH:38]=[CH:37][N:36]=[CH:35][C:34]=1[C:39]([F:42])([F:41])[F:40].C([O-])([O-])=O.[Na+].[Na+]. Product: [F:40][C:39]([F:42])([F:41])[C:34]1[CH:35]=[N:36][CH:37]=[CH:38][C:33]=1[C:9]1[CH2:14][CH2:13][CH:12]([O:15][CH2:16][CH:17]2[CH2:22][CH2:21][N:20]([C:23]([O:25][C:26]([CH3:29])([CH3:28])[CH3:27])=[O:24])[CH2:19][CH2:18]2)[CH2:11][CH:10]=1. The catalyst class is: 128. (3) Reactant: [C:1]([C:9]1[CH:10]=[C:11]([CH:15]=[CH:16][CH:17]=1)[C:12](O)=[O:13])(=[O:8])[C:2]1[CH:7]=[CH:6][CH:5]=[CH:4][CH:3]=1.C(Cl)(=O)C([Cl:21])=O.CN(C)C=O. Product: [C:1]([C:9]1[CH:10]=[C:11]([CH:15]=[CH:16][CH:17]=1)[C:12]([Cl:21])=[O:13])(=[O:8])[C:2]1[CH:7]=[CH:6][CH:5]=[CH:4][CH:3]=1. The catalyst class is: 4. (4) Reactant: [F:1][C:2]1[CH:7]=[CH:6][C:5]([CH:8]2[C:17]([CH3:19])([CH3:18])[CH2:16][C:15]3[C:10](=[CH:11][CH:12]=[C:13]([C:20]([O-:22])=[O:21])[CH:14]=3)[NH:9]2)=[CH:4][C:3]=1[N+:23]([O-])=O.[CH:26](N(CC)C(C)C)(C)C.[N:35]1[CH:40]=[CH:39][CH:38]=[CH:37][C:36]=1[C:41](Cl)=[O:42]. Product: [CH3:26][O:22][C:20]([C:13]1[CH:14]=[C:15]2[C:10](=[CH:11][CH:12]=1)[NH:9][CH:8]([C:5]1[CH:6]=[CH:7][C:2]([F:1])=[C:3]([NH:23][C:41](=[O:42])[C:36]3[CH:37]=[CH:38][CH:39]=[CH:40][N:35]=3)[CH:4]=1)[C:17]([CH3:19])([CH3:18])[CH2:16]2)=[O:21]. The catalyst class is: 4. (5) Reactant: [CH3:1][O:2][C:3]1[CH:11]=[C:10]([CH:12]=[O:13])[C:9]2[C:5](=[CH:6][N:7]([CH2:14][O:15][CH2:16][CH2:17][Si:18]([CH3:21])([CH3:20])[CH3:19])[N:8]=2)[CH:4]=1.[CH3:22][Mg]Br. Product: [CH3:1][O:2][C:3]1[CH:11]=[C:10]([CH:12]([OH:13])[CH3:22])[C:9]2[C:5](=[CH:6][N:7]([CH2:14][O:15][CH2:16][CH2:17][Si:18]([CH3:20])([CH3:19])[CH3:21])[N:8]=2)[CH:4]=1. The catalyst class is: 7. (6) Reactant: [N:1]1[CH:6]=[CH:5][CH:4]=[CH:3][C:2]=1[C:7]1[NH:8][N:9]=[C:10]2[C:15]=1[CH:14]=[CH:13][CH:12]=[C:11]2[C:16]([F:19])([F:18])[F:17].[F:20][C:21]1[CH:28]=[C:27]([F:29])[CH:26]=[C:25](F)[C:22]=1[CH2:23]Br. Product: [F:20][C:21]1[CH:28]=[C:27]([F:29])[CH:26]=[CH:25][C:22]=1[CH2:23][N:8]1[C:7]([C:2]2[CH:3]=[CH:4][CH:5]=[CH:6][N:1]=2)=[C:15]2[C:10]([C:11]([C:16]([F:19])([F:17])[F:18])=[CH:12][CH:13]=[CH:14]2)=[N:9]1. The catalyst class is: 3.